Predict the product of the given reaction. From a dataset of Forward reaction prediction with 1.9M reactions from USPTO patents (1976-2016). (1) The product is: [N:11]1([CH2:17][CH2:18][O:19][C:20]2[CH:21]=[CH:22][C:23]([O:1][CH2:2][CH2:3][C:4]3[CH:5]=[C:6]([OH:10])[CH:7]=[CH:8][CH:9]=3)=[CH:24][CH:25]=2)[CH2:16][CH2:15][CH2:14][CH2:13][CH2:12]1. Given the reactants [OH:1][CH2:2][CH2:3][C:4]1[CH:5]=[C:6]([OH:10])[CH:7]=[CH:8][CH:9]=1.[N:11]1([CH2:17][CH2:18][O:19][C:20]2[CH:25]=[CH:24][C:23](O)=[CH:22][CH:21]=2)[CH2:16][CH2:15][CH2:14][CH2:13][CH2:12]1.C1(P(C2C=CC=CC=2)C2C=CC=CC=2)C=CC=CC=1.N(C(OCC)=O)=NC(OCC)=O, predict the reaction product. (2) Given the reactants [N:1]1([C:7]([N:9]2[CH2:14][CH:13]([C:15]3[CH:20]=[CH:19][C:18]([C:21]([F:24])([F:23])[F:22])=[CH:17][CH:16]=3)[CH2:12][CH:11]([C:25]([OH:27])=O)[CH2:10]2)=[O:8])[CH2:6][CH2:5][O:4][CH2:3][CH2:2]1.O[NH:29][C:30](=[NH:35])[C:31]([CH3:34])([CH3:33])[CH3:32], predict the reaction product. The product is: [C:31]([C:30]1[N:35]=[C:25]([CH:11]2[CH2:12][CH:13]([C:15]3[CH:16]=[CH:17][C:18]([C:21]([F:23])([F:22])[F:24])=[CH:19][CH:20]=3)[CH2:14][N:9]([C:7]([N:1]3[CH2:2][CH2:3][O:4][CH2:5][CH2:6]3)=[O:8])[CH2:10]2)[O:27][N:29]=1)([CH3:34])([CH3:33])[CH3:32]. (3) Given the reactants [CH2:1]([C:3]1([C:14]2[CH:19]=[CH:18][CH:17]=[C:16]([O:20]CC3C=CC=CC=3)[CH:15]=2)[CH2:9][CH2:8][CH2:7][CH2:6][N:5]([CH2:10][CH2:11][OH:12])[C:4]1=[O:13])[CH3:2], predict the reaction product. The product is: [CH2:1]([C:3]1([C:14]2[CH:19]=[CH:18][CH:17]=[C:16]([OH:20])[CH:15]=2)[CH2:9][CH2:8][CH2:7][CH2:6][N:5]([CH2:10][CH2:11][OH:12])[C:4]1=[O:13])[CH3:2].